Dataset: Forward reaction prediction with 1.9M reactions from USPTO patents (1976-2016). Task: Predict the product of the given reaction. (1) Given the reactants C1C=CC(P(C2C=CC=CC=2)C2C=CC=CC=2)=CC=1.[F:20][C:21]([F:30])([F:29])[C:22]1[CH:23]=[CH:24][C:25]([OH:28])=[N:26][CH:27]=1.C1C=CC(COC(/N=N/C(OCC2C=CC=CC=2)=O)=O)=CC=1.[CH2:53]([N:60]1[CH2:64][CH:63]([C:65]2[CH:70]=[CH:69][C:68]([Cl:71])=[C:67]([Cl:72])[CH:66]=2)[CH:62]([CH:73](O)[CH3:74])[CH2:61]1)[C:54]1[CH:59]=[CH:58][CH:57]=[CH:56][CH:55]=1, predict the reaction product. The product is: [CH2:53]([N:60]1[CH2:64][CH:63]([C:65]2[CH:70]=[CH:69][C:68]([Cl:71])=[C:67]([Cl:72])[CH:66]=2)[CH:62]([CH:73]([O:28][C:25]2[CH:24]=[CH:23][C:22]([C:21]([F:20])([F:29])[F:30])=[CH:27][N:26]=2)[CH3:74])[CH2:61]1)[C:54]1[CH:55]=[CH:56][CH:57]=[CH:58][CH:59]=1. (2) The product is: [CH2:28]([O:27][C@@H:4]([CH2:5][C:6]1[CH:11]=[CH:10][C:9]([O:12][CH2:13][C:14]2[N:15]=[C:16]([C:20]3[CH:21]=[CH:22][CH:23]=[CH:24][CH:25]=3)[O:17][C:18]=2[CH3:19])=[CH:8][C:7]=1[F:26])[C:3]([OH:30])=[O:2])[CH3:29]. Given the reactants C[O:2][C:3](=[O:30])[C@@H:4]([O:27][CH2:28][CH3:29])[CH2:5][C:6]1[CH:11]=[CH:10][C:9]([O:12][CH2:13][C:14]2[N:15]=[C:16]([C:20]3[CH:25]=[CH:24][CH:23]=[CH:22][CH:21]=3)[O:17][C:18]=2[CH3:19])=[CH:8][C:7]=1[F:26].[Li+].[OH-], predict the reaction product. (3) The product is: [Cl:1][C:2]1[CH:7]=[CH:6][C:5]([CH:8]([C:22]2[CH:23]=[CH:24][C:25]([F:28])=[CH:26][CH:27]=2)[C:9]2[C:17]3[C:12](=[C:13]([CH2:19][S:20]([CH3:21])=[O:48])[CH:14]=[C:15]([F:18])[CH:16]=3)[NH:11][CH:10]=2)=[CH:4][CH:3]=1. Given the reactants [Cl:1][C:2]1[CH:7]=[CH:6][C:5]([CH:8]([C:22]2[CH:27]=[CH:26][C:25]([F:28])=[CH:24][CH:23]=2)[C:9]2[C:17]3[C:12](=[C:13]([CH2:19][S:20][CH3:21])[CH:14]=[C:15]([F:18])[CH:16]=3)[NH:11][CH:10]=2)=[CH:4][CH:3]=1.ClC1C=CC(C(C2C=CC(Cl)=CC=2)C2C3C(=C(CS(C)=[O:48])C=CC=3)NC=2)=CC=1, predict the reaction product. (4) Given the reactants Cl[C:2]1[N:3]=[C:4]([OH:12])[C:5]2[CH:11]=[CH:10][N:9]=[CH:8][C:6]=2[N:7]=1.[CH2:13]([N:20]1[CH2:28][C:27]2[C:22](=[CH:23][C:24]([OH:29])=[CH:25][CH:26]=2)[NH:21]1)[C:14]1[CH:19]=[CH:18][CH:17]=[CH:16][CH:15]=1, predict the reaction product. The product is: [CH2:13]([N:20]1[CH:28]=[C:27]2[C:22]([CH:23]=[C:24]([O:29][C:2]3[N:3]=[C:4]([OH:12])[C:5]4[CH:11]=[CH:10][N:9]=[CH:8][C:6]=4[N:7]=3)[CH:25]=[CH:26]2)=[N:21]1)[C:14]1[CH:15]=[CH:16][CH:17]=[CH:18][CH:19]=1. (5) Given the reactants [Cl:1][C:2]1[CH:3]=[CH:4][N:5]2[C:10]=1[C:9](=[O:11])[N:8]([C:12]1[CH:17]=[CH:16][CH:15]=[CH:14][CH:13]=1)[C:7]([C@@H:18]1[CH2:22][CH2:21][CH2:20][N:19]1[C:23]1[N:28]=[C:27]([NH2:29])[N:26]=[C:25]([NH2:30])[N:24]=1)=[N:6]2.Cl[CH2:32][CH:33]=O, predict the reaction product. The product is: [NH2:29][C:27]1[N:28]=[C:23]([N:19]2[CH2:20][CH2:21][CH2:22][C@H:18]2[C:7]2[N:8]([C:12]3[CH:13]=[CH:14][CH:15]=[CH:16][CH:17]=3)[C:9](=[O:11])[C:10]3=[C:2]([Cl:1])[CH:3]=[CH:4][N:5]3[N:6]=2)[N:24]2[CH:32]=[CH:33][N:30]=[C:25]2[N:26]=1. (6) Given the reactants [NH2:1][C:2]1[C:11]2[C:6](=[N:7][CH:8]=[CH:9][CH:10]=2)[N:5]([O:12]CC2C=CC=CC=2)[C:4](=[O:20])[C:3]=1[C:21]([O:23][CH2:24][CH3:25])=[O:22], predict the reaction product. The product is: [NH2:1][C:2]1[C:11]2[C:6](=[N:7][CH:8]=[CH:9][CH:10]=2)[N:5]([OH:12])[C:4](=[O:20])[C:3]=1[C:21]([O:23][CH2:24][CH3:25])=[O:22].